This data is from Catalyst prediction with 721,799 reactions and 888 catalyst types from USPTO. The task is: Predict which catalyst facilitates the given reaction. (1) Reactant: [OH:1][C:2]1[CH:7]=[CH:6][C:5]([CH:8]2[CH2:13][CH2:12][C:11](=[O:14])[CH2:10][CH2:9]2)=[CH:4][CH:3]=1.IC.[C:17](=O)([O-])[O-].[K+].[K+].O. Product: [CH3:17][O:1][C:2]1[CH:3]=[CH:4][C:5]([CH:8]2[CH2:9][CH2:10][C:11](=[O:14])[CH2:12][CH2:13]2)=[CH:6][CH:7]=1. The catalyst class is: 9. (2) The catalyst class is: 18. Reactant: [Cl:1][C:2]1[C:7]([Cl:8])=[CH:6][C:5]([NH:9][CH2:10][C:11]([OH:13])=O)=[C:4]([OH:14])[CH:3]=1.CCN=C=NCCCN(C)C.Cl.C1C=CC2N(O)N=NC=2C=1.CCN(CC)CC.Cl.[NH:45]1[CH2:48][CH:47]([N:49]2[CH2:52][CH:51]([NH:53][C:54](=[O:57])[CH:55]=[CH2:56])[CH2:50]2)[CH2:46]1. Product: [Cl:1][C:2]1[C:7]([Cl:8])=[CH:6][C:5]([NH:9][CH2:10][C:11]([N:45]2[CH2:46][CH:47]([N:49]3[CH2:52][CH:51]([NH:53][C:54](=[O:57])[CH:55]=[CH2:56])[CH2:50]3)[CH2:48]2)=[O:13])=[C:4]([OH:14])[CH:3]=1.